From a dataset of Full USPTO retrosynthesis dataset with 1.9M reactions from patents (1976-2016). Predict the reactants needed to synthesize the given product. (1) Given the product [F:30][CH:29]([F:31])[O:26][C:20]1[CH:19]=[C:18]([C:15]2[O:16][CH:17]=[C:13]([CH2:12][CH2:11][C:10]([C:5]3[CH:6]=[CH:7][CH:8]=[CH:9][C:4]=3[O:3][CH2:1][CH3:2])=[O:27])[N:14]=2)[CH:23]=[CH:22][C:21]=1[O:24][CH3:25], predict the reactants needed to synthesize it. The reactants are: [CH2:1]([O:3][C:4]1[CH:9]=[CH:8][CH:7]=[CH:6][C:5]=1[C:10](=[O:27])[CH2:11][CH2:12][C:13]1[N:14]=[C:15]([C:18]2[CH:23]=[CH:22][C:21]([O:24][CH3:25])=[C:20]([OH:26])[CH:19]=2)[O:16][CH:17]=1)[CH3:2].Cl[CH:29]([F:31])[F:30]. (2) Given the product [CH3:29][N:30]1[CH:34]=[C:33]([C:2]2[CH:11]=[CH:10][CH:9]=[C:8]3[C:3]=2[C:4](=[O:28])[N:5]([C:22]2[CH:27]=[CH:26][CH:25]=[CH:24][CH:23]=2)[C:6]([C@@H:12]([NH:14][C:15](=[O:21])[O:16][C:17]([CH3:20])([CH3:19])[CH3:18])[CH3:13])=[N:7]3)[CH:32]=[N:31]1, predict the reactants needed to synthesize it. The reactants are: Cl[C:2]1[CH:11]=[CH:10][CH:9]=[C:8]2[C:3]=1[C:4](=[O:28])[N:5]([C:22]1[CH:27]=[CH:26][CH:25]=[CH:24][CH:23]=1)[C:6]([C@@H:12]([NH:14][C:15](=[O:21])[O:16][C:17]([CH3:20])([CH3:19])[CH3:18])[CH3:13])=[N:7]2.[CH3:29][N:30]1[CH:34]=[C:33](B2OC(C)(C)C(C)(C)O2)[CH:32]=[N:31]1.C([O-])([O-])=O.[Na+].[Na+].C(Cl)Cl. (3) Given the product [N:20]1([C:2]2[C:12]3[O:11][CH2:10][CH2:9][N:8]([C:13]([O:15][C:16]([CH3:19])([CH3:18])[CH3:17])=[O:14])[CH2:7][C:6]=3[CH:5]=[CH:4][CH:3]=2)[CH2:24][CH2:23][CH2:22][CH2:21]1, predict the reactants needed to synthesize it. The reactants are: Br[C:2]1[C:12]2[O:11][CH2:10][CH2:9][N:8]([C:13]([O:15][C:16]([CH3:19])([CH3:18])[CH3:17])=[O:14])[CH2:7][C:6]=2[CH:5]=[CH:4][CH:3]=1.[NH:20]1[CH2:24][CH2:23][CH2:22][CH2:21]1.CC(C1C=C(C(C)C)C(C2C=CC=CC=2P(C2CCCCC2)C2CCCCC2)=C(C(C)C)C=1)C.CC(C)([O-])C.[Na+]. (4) Given the product [F:1][C:2]([F:14])([F:15])[CH:3]([OH:13])[C:4]1[CH:9]=[CH:8][CH:7]=[CH:6][C:5]=1[NH2:10], predict the reactants needed to synthesize it. The reactants are: [F:1][C:2]([F:15])([F:14])[CH:3]([OH:13])[C:4]1[CH:9]=[CH:8][CH:7]=[CH:6][C:5]=1[N+:10]([O-])=O.[H][H].